Dataset: Reaction yield outcomes from USPTO patents with 853,638 reactions. Task: Predict the reaction yield, written as a fraction of the theoretical maximum amount of product (1.0 means a 100% yield; for example, 0.34 means a 34% yield). (1) The reactants are [Br:1][C:2]1[CH:3]=[C:4]2[C:9](=[C:10]([CH3:12])[CH:11]=1)[N:8]=[CH:7][C:6]([C:13]([O:15]CC)=[O:14])=[C:5]2[OH:18].[OH-].[Na+]. The catalyst is C(O)C. The product is [Br:1][C:2]1[CH:3]=[C:4]2[C:9](=[C:10]([CH3:12])[CH:11]=1)[N:8]=[CH:7][C:6]([C:13]([OH:15])=[O:14])=[C:5]2[OH:18]. The yield is 0.990. (2) The reactants are [Br:1][C:2]1[CH:7]=[CH:6][N:5]=[C:4](F)[CH:3]=1.Cl.[NH2:10][C@H:11]([C:13]1[C:14](=[O:24])[NH:15][C:16]2[C:21]([CH:22]=1)=[CH:20][C:19]([Cl:23])=[CH:18][CH:17]=2)[CH3:12].C([O-])([O-])=O.[K+].[K+]. The catalyst is CS(C)=O.CCOC(C)=O. The product is [Br:1][C:2]1[CH:7]=[CH:6][N:5]=[C:4]([NH:10][C@H:11]([C:13]2[C:14](=[O:24])[NH:15][C:16]3[C:21]([CH:22]=2)=[CH:20][C:19]([Cl:23])=[CH:18][CH:17]=3)[CH3:12])[CH:3]=1. The yield is 0.240. (3) The reactants are Cl[C:2]1[C:11]2[C:6](=[CH:7][CH:8]=[C:9]3[S:14](=[O:16])(=[O:15])[CH2:13][CH2:12][C:10]3=2)[N:5]=[CH:4][C:3]=1[C:17]([O:19][CH2:20][CH3:21])=[O:18].[NH2:22][CH2:23][CH2:24][CH2:25][OH:26]. No catalyst specified. The product is [OH:26][CH2:25][CH2:24][CH2:23][NH:22][C:2]1[C:11]2[C:6](=[CH:7][CH:8]=[C:9]3[S:14](=[O:16])(=[O:15])[CH2:13][CH2:12][C:10]3=2)[N:5]=[CH:4][C:3]=1[C:17]([O:19][CH2:20][CH3:21])=[O:18]. The yield is 0.250. (4) The reactants are [Br:1][C:2]1[CH:11]=[C:10]2[C:5]([N:6]([C:20]([CH:22]3[CH2:24][CH2:23]3)=[O:21])[C@@H:7]([CH3:19])[CH2:8][N:9]2C(OC(C)(C)C)=O)=[CH:4][CH:3]=1.C(O)C.Cl. The catalyst is O. The product is [Br:1][C:2]1[CH:11]=[C:10]2[C:5](=[CH:4][CH:3]=1)[N:6]([C:20]([CH:22]1[CH2:23][CH2:24]1)=[O:21])[C@@H:7]([CH3:19])[CH2:8][NH:9]2. The yield is 0.930. (5) The reactants are [Br:1][C:2]1[CH:15]=[CH:14][C:5](/[CH:6]=[N:7]/[S@@:8]([C:10]([CH3:13])([CH3:12])[CH3:11])=[O:9])=[CH:4][CH:3]=1.[C:16]1([Mg]Br)[CH:21]=[CH:20][CH:19]=[CH:18][CH:17]=1. The catalyst is C1COCC1. The product is [Br:1][C:2]1[CH:15]=[CH:14][C:5]([C@@H:6]([C:16]2[CH:21]=[CH:20][CH:19]=[CH:18][CH:17]=2)[NH:7][S@:8]([C:10]([CH3:11])([CH3:12])[CH3:13])=[O:9])=[CH:4][CH:3]=1. The yield is 0.630. (6) The reactants are [H-].[Na+].[CH3:3][O:4][C:5]1[CH:12]=[CH:11][C:8]([CH2:9][OH:10])=[CH:7][CH:6]=1.[H][H].Br[C:16]1[C:21]([O:22][CH3:23])=[CH:20][N:19]=[CH:18][C:17]=1[O:24][CH3:25]. The catalyst is CN(C=O)C. The product is [CH3:25][O:24][C:17]1[CH:18]=[N:19][CH:20]=[C:21]([O:22][CH3:23])[C:16]=1[O:10][CH2:9][C:8]1[CH:11]=[CH:12][C:5]([O:4][CH3:3])=[CH:6][CH:7]=1. The yield is 0.580.